From a dataset of Catalyst prediction with 721,799 reactions and 888 catalyst types from USPTO. Predict which catalyst facilitates the given reaction. (1) Reactant: [CH3:1][CH:2]([C:4]([O:6][C:7]1[CH:8]=[CH:9][C:10]([CH2:29][OH:30])=[CH:11][C:12]=1[C@@H:13]([C:23]1[CH:24]=[CH:25][CH:26]=[CH:27][CH:28]=1)[CH2:14][CH2:15][N:16]([CH:20]([CH3:22])[CH3:21])[CH:17]([CH3:19])[CH3:18])=[O:5])[CH3:3].[C:31]([OH:38])(=[O:37])/[CH:32]=[CH:33]/[C:34]([OH:36])=[O:35].C1CCCCC1. Product: [CH3:3][CH:2]([C:4]([O:6][C:7]1[CH:8]=[CH:9][C:10]([CH2:29][OH:30])=[CH:11][C:12]=1[C@@H:13]([C:23]1[CH:28]=[CH:27][CH:26]=[CH:25][CH:24]=1)[CH2:14][CH2:15][N:16]([CH:20]([CH3:21])[CH3:22])[CH:17]([CH3:18])[CH3:19])=[O:5])[CH3:1].[CH:32](/[C:31]([OH:38])=[O:37])=[CH:33]\[C:34]([OH:36])=[O:35]. The catalyst class is: 311. (2) Reactant: [CH3:1][C:2]([O:4][C@H:5]1[C:14]2[C@@:15]3([CH3:30])[C@@H:26]([CH2:27][O:28][CH3:29])[O:25][C:23](=[O:24])[C:17]4=[CH:18][O:19][C:20]([C:21](=[O:22])[C:13]=2[C@@H:8]2[CH2:9][CH2:10][C@H:11]([OH:12])[C@@:7]2([CH3:31])[CH2:6]1)=[C:16]34)=[O:3].[NH:32]1[CH2:36][CH2:35][CH2:34][CH2:33]1. Product: [C:2]([O:4][C@H:5]1[C:14]2[C@:15]3([CH3:30])[C:16](/[C:17](=[CH:18]\[N:32]4[CH2:36][CH2:35][CH2:34][CH2:33]4)/[C:23](=[O:24])[O:25][C@@H:26]3[CH2:27][O:28][CH3:29])=[C:20]([OH:19])[C:21](=[O:22])[C:13]=2[C@H:8]2[C@@:7]([CH3:31])([C@@H:11]([OH:12])[CH2:10][CH2:9]2)[CH2:6]1)(=[O:3])[CH3:1]. The catalyst class is: 2. (3) Reactant: [CH3:1][C:2]([C:8]1[CH:13]=[CH:12][C:11]([N+:14]([O-])=O)=[CH:10][CH:9]=1)([CH3:7])[C:3]([O:5][CH3:6])=[O:4].NN. Product: [CH3:6][O:5][C:3](=[O:4])[C:2]([C:8]1[CH:9]=[CH:10][C:11]([NH2:14])=[CH:12][CH:13]=1)([CH3:7])[CH3:1]. The catalyst class is: 29. (4) Reactant: [CH:1]1[C:6]([CH:7]=[CH:8][S:9](Cl)(=[O:11])=[O:10])=[CH:5][CH:4]=[C:3]([Cl:13])[CH:2]=1.S([O-])([O-])=O.[Na+:18].[Na+].C(=O)([O-])O.[Na+]. Product: [Cl:13][C:3]1[CH:4]=[CH:5][C:6](/[CH:7]=[CH:8]/[S:9]([O-:11])=[O:10])=[CH:1][CH:2]=1.[Na+:18]. The catalyst class is: 6. (5) Reactant: N1CCCCC1.[CH2:7]([O:9][C:10](=[O:15])[CH2:11][C:12]([O-])=O)[CH3:8].[S:16]1[CH:20]=[CH:19][CH:18]=[C:17]1[C:21]1[NH:25][CH:24]=[C:23](C=O)[CH:22]=1. Product: [S:16]1[CH:20]=[CH:19][CH:18]=[C:17]1[C:21]1[NH:25][CH:24]=[C:23](/[CH:12]=[CH:11]/[C:10]([O:9][CH2:7][CH3:8])=[O:15])[CH:22]=1. The catalyst class is: 17. (6) Reactant: C([O:8][C:9](=[O:41])[CH2:10][C@@H:11]([N:24]1[CH:28]=[CH:27][C:26]([C:29]2[CH:34]=[CH:33][C:32]([C:35]3[CH:40]=[CH:39][N:38]=[CH:37][CH:36]=3)=[CH:31][CH:30]=2)=[CH:25]1)[C:12]([NH:14][C@H:15]([C:20](=[O:23])[NH:21][CH3:22])[C:16]([CH3:19])([CH3:18])[CH3:17])=[O:13])C1C=CC=CC=1. Product: [CH3:17][C:16]([CH3:19])([CH3:18])[C@H:15]([NH:14][C:12](=[O:13])[C@H:11]([N:24]1[CH:28]=[CH:27][C:26]([C:29]2[CH:30]=[CH:31][C:32]([C:35]3[CH:40]=[CH:39][N:38]=[CH:37][CH:36]=3)=[CH:33][CH:34]=2)=[CH:25]1)[CH2:10][C:9]([OH:41])=[O:8])[C:20](=[O:23])[NH:21][CH3:22]. The catalyst class is: 5. (7) Reactant: [C:1](Cl)(=O)[O:2]C1C=CC([N+]([O-])=O)=CC=1.[NH2:14][C:15]1[CH:44]=[CH:43][C:18]([CH:19]=[C:20]2[CH2:25][CH2:24][N:23]([CH2:26][C:27]3[CH:32]=[CH:31][C:30]([C:33]([OH:42])([C:38]([F:41])([F:40])[F:39])[C:34]([F:37])([F:36])[F:35])=[CH:29][CH:28]=3)[CH2:22][CH2:21]2)=[CH:17][CH:16]=1.[NH2:45][CH2:46][C:47]([CH3:50])([OH:49])[CH3:48]. Product: [F:37][C:34]([F:35])([F:36])[C:33]([C:30]1[CH:31]=[CH:32][C:27]([CH2:26][N:23]2[CH2:22][CH2:21][C:20](=[CH:19][C:18]3[CH:17]=[CH:16][C:15]([NH:14][C:1]([NH:45][CH2:46][C:47]([OH:49])([CH3:50])[CH3:48])=[O:2])=[CH:44][CH:43]=3)[CH2:25][CH2:24]2)=[CH:28][CH:29]=1)([OH:42])[C:38]([F:41])([F:39])[F:40]. The catalyst class is: 12.